From a dataset of Reaction yield outcomes from USPTO patents with 853,638 reactions. Predict the reaction yield, written as a fraction of the theoretical maximum amount of product (1.0 means a 100% yield; for example, 0.34 means a 34% yield). The reactants are Br[C:2]1[CH:3]=[C:4]([NH:10][C:11]2[CH:16]=[CH:15][C:14]([CH:17]3[CH2:20][N:19]([CH3:21])[CH2:18]3)=[CH:13][N:12]=2)[C:5](=[O:9])[N:6]([CH3:8])[CH:7]=1.[C:22]([O:25][CH2:26][C:27]1[C:32]([N:33]2[CH2:44][CH2:43][N:42]3[C:35](=[CH:36][C:37]4[CH2:38][C:39]([CH3:46])([CH3:45])[CH2:40][C:41]=43)[C:34]2=[O:47])=[CH:31][C:30]([F:48])=[CH:29][C:28]=1B1OC(C)(C)C(C)(C)O1)(=[O:24])[CH3:23].COCCOC.C(=O)([O-])[O-].[Na+].[Na+]. The catalyst is C1C=CC([P]([Pd]([P](C2C=CC=CC=2)(C2C=CC=CC=2)C2C=CC=CC=2)([P](C2C=CC=CC=2)(C2C=CC=CC=2)C2C=CC=CC=2)[P](C2C=CC=CC=2)(C2C=CC=CC=2)C2C=CC=CC=2)(C2C=CC=CC=2)C2C=CC=CC=2)=CC=1.CO.O.C(OCC)(=O)C. The product is [F:48][C:30]1[CH:29]=[C:28]([C:2]2[CH:3]=[C:4]([NH:10][C:11]3[CH:16]=[CH:15][C:14]([CH:17]4[CH2:20][N:19]([CH3:21])[CH2:18]4)=[CH:13][N:12]=3)[C:5](=[O:9])[N:6]([CH3:8])[CH:7]=2)[C:27]([CH2:26][O:25][C:22](=[O:24])[CH3:23])=[C:32]([N:33]2[CH2:44][CH2:43][N:42]3[C:35](=[CH:36][C:37]4[CH2:38][C:39]([CH3:45])([CH3:46])[CH2:40][C:41]=43)[C:34]2=[O:47])[CH:31]=1. The yield is 0.300.